Dataset: Forward reaction prediction with 1.9M reactions from USPTO patents (1976-2016). Task: Predict the product of the given reaction. (1) Given the reactants [OH:1][CH2:2][CH:3]1[CH2:12][CH2:11][C:10]2[C:5](=[CH:6][CH:7]=[C:8]([C:13]([O:15][CH3:16])=[O:14])[CH:9]=2)[CH2:4]1.N1C=CN=C1.[Si:22](Cl)([C:25]([CH3:28])([CH3:27])[CH3:26])([CH3:24])[CH3:23].CO, predict the reaction product. The product is: [Si:22]([O:1][CH2:2][CH:3]1[CH2:12][CH2:11][C:10]2[C:5](=[CH:6][CH:7]=[C:8]([C:13]([O:15][CH3:16])=[O:14])[CH:9]=2)[CH2:4]1)([C:25]([CH3:28])([CH3:27])[CH3:26])([CH3:24])[CH3:23]. (2) Given the reactants Br[C:2]1[C:7]([N+:8]([O-:10])=[O:9])=[CH:6][C:5]([Cl:11])=[CH:4][N:3]=1.[F:12][C:13]1[CH:18]=[CH:17][C:16]([OH:19])=[CH:15][CH:14]=1.C([O-])([O-])=O.[K+].[K+], predict the reaction product. The product is: [Cl:11][C:5]1[CH:6]=[C:7]([N+:8]([O-:10])=[O:9])[C:2]([O:19][C:16]2[CH:17]=[CH:18][C:13]([F:12])=[CH:14][CH:15]=2)=[N:3][CH:4]=1. (3) Given the reactants Br[C:2]1[CH:3]=[CH:4][C:5]([O:8][CH3:9])=[N:6][CH:7]=1.[F:10][C:11]1[CH:18]=[CH:17][C:14](CO)=[CH:13][CH:12]=1.CN(CC(O)=[O:24])C, predict the reaction product. The product is: [F:10][C:11]1[CH:18]=[CH:17][C:14]([O:24][C:2]2[CH:3]=[CH:4][C:5]([O:8][CH3:9])=[N:6][CH:7]=2)=[CH:13][CH:12]=1. (4) Given the reactants [CH2:1]([O:3][C:4]([C@:6]1([NH:11]C(OC(C)(C)C)=O)[CH2:8][C@@H:7]1[CH:9]=[CH2:10])=[O:5])[CH3:2].[ClH:19].O1CCOCC1, predict the reaction product. The product is: [ClH:19].[CH2:1]([O:3][C:4]([C@:6]1([NH2:11])[CH2:8][C@@H:7]1[CH:9]=[CH2:10])=[O:5])[CH3:2]. (5) Given the reactants [F:1][C:2]1[CH:3]=[C:4]([C:8]2[C:12]([C:13]3[N:14]=[CH:15][NH:16][CH:17]=3)=[C:11]([CH3:18])[O:10][N:9]=2)[CH:5]=[CH:6][CH:7]=1.F[C:20]1[CH:25]=[CH:24][C:23]([N+:26]([O-:28])=[O:27])=[CH:22][CH:21]=1, predict the reaction product. The product is: [F:1][C:2]1[CH:3]=[C:4]([C:8]2[C:12]([C:13]3[N:14]=[CH:15][N:16]([C:20]4[CH:25]=[CH:24][C:23]([N+:26]([O-:28])=[O:27])=[CH:22][CH:21]=4)[CH:17]=3)=[C:11]([CH3:18])[O:10][N:9]=2)[CH:5]=[CH:6][CH:7]=1. (6) Given the reactants [CH3:1][O:2][C:3]([C:5]1([NH:15][C:16](=[O:26])[C:17]2[CH:22]=[CH:21][C:20]([O:23][CH3:24])=[C:19]([OH:25])[CH:18]=2)[CH2:10][CH2:9][CH:8]([C:11]([F:14])([F:13])[F:12])[CH2:7][CH2:6]1)=[O:4].[O:27]1[CH2:30][CH:29]([C:31]2[CH:32]=[C:33]([CH2:37][CH2:38]OS(C3C=CC(C)=CC=3)(=O)=O)[CH:34]=[CH:35][CH:36]=2)[CH2:28]1.C([O-])([O-])=O.[K+].[K+].[Na+].[Cl-], predict the reaction product. The product is: [CH3:1][O:2][C:3]([C:5]1([NH:15][C:16](=[O:26])[C:17]2[CH:22]=[CH:21][C:20]([O:23][CH3:24])=[C:19]([O:25][CH2:38][CH2:37][C:33]3[CH:34]=[CH:35][CH:36]=[C:31]([CH:29]4[CH2:28][O:27][CH2:30]4)[CH:32]=3)[CH:18]=2)[CH2:6][CH2:7][CH:8]([C:11]([F:14])([F:13])[F:12])[CH2:9][CH2:10]1)=[O:4]. (7) The product is: [NH2:1][C:2]1[CH:10]=[CH:9][C:8]([C:11]([F:14])([F:13])[F:12])=[CH:7][C:3]=1[C:4]([NH:24][CH2:23][C:22]1[CH:25]=[CH:26][CH:27]=[CH:28][C:21]=1[S:18]([CH2:16][CH3:17])(=[O:20])=[O:19])=[O:6]. Given the reactants [NH2:1][C:2]1[CH:10]=[CH:9][C:8]([C:11]([F:14])([F:13])[F:12])=[CH:7][C:3]=1[C:4]([OH:6])=O.Cl.[CH2:16]([S:18]([C:21]1[CH:28]=[CH:27][CH:26]=[CH:25][C:22]=1[CH2:23][NH2:24])(=[O:20])=[O:19])[CH3:17].Cl.ClC1C=CC(S(CC)(=O)=O)=C(C=1)CN, predict the reaction product. (8) Given the reactants [CH3:1][O:2][C:3]1[CH:4]=[C:5]2[C:9](=[CH:10][C:11]=1[O:12][CH3:13])[CH2:8][CH:7]([CH2:14][C:15]#[N:16])[CH2:6]2.CO.N.[H][H], predict the reaction product. The product is: [CH3:13][O:12][C:11]1[CH:10]=[C:9]2[C:5](=[CH:4][C:3]=1[O:2][CH3:1])[CH2:6][CH:7]([CH2:14][CH2:15][NH2:16])[CH2:8]2. (9) The product is: [CH2:1]([N:8]1[C:13](=[O:14])[C:12]2[N:15]=[CH:16][CH:17]=[CH:18][C:11]=2[N:10]=[C:9]1[CH:19]([NH:27][CH2:26][CH2:25][N:24]([CH3:28])[CH3:23])[CH2:20][CH3:21])[C:2]1[CH:7]=[CH:6][CH:5]=[CH:4][CH:3]=1. Given the reactants [CH2:1]([N:8]1[C:13](=[O:14])[C:12]2[N:15]=[CH:16][CH:17]=[CH:18][C:11]=2[N:10]=[C:9]1[CH:19](Br)[CH2:20][CH3:21])[C:2]1[CH:7]=[CH:6][CH:5]=[CH:4][CH:3]=1.[CH3:23][N:24]([CH3:28])[CH2:25][CH2:26][NH2:27], predict the reaction product. (10) Given the reactants C[Si]([C:5]#[C:6][C:7]1[CH:16]=[CH:15][C:10]([C:11]([O:13][CH3:14])=[O:12])=[CH:9][CH:8]=1)(C)C.C(=O)([O-])[O-].[K+].[K+].CO, predict the reaction product. The product is: [C:6]([C:7]1[CH:16]=[CH:15][C:10]([C:11]([O:13][CH3:14])=[O:12])=[CH:9][CH:8]=1)#[CH:5].